This data is from Forward reaction prediction with 1.9M reactions from USPTO patents (1976-2016). The task is: Predict the product of the given reaction. (1) Given the reactants C(OC([N:8]1[C:16]2[C:11](=[N:12][C:13]([O:17][CH3:18])=[CH:14][CH:15]=2)[CH:10]=[C:9]1[C:19]1[C:20]2[S:33][CH:32]=[CH:31][C:21]=2[N:22](C(OC(C)(C)C)=O)[N:23]=1)=O)(C)(C)C.C1(OC)C=CC=CC=1.FC(F)(F)C(O)=O.C(=O)([O-])[O-].[K+].[K+], predict the reaction product. The product is: [CH3:18][O:17][C:13]1[N:12]=[C:11]2[CH:10]=[C:9]([C:19]3[C:20]4[S:33][CH:32]=[CH:31][C:21]=4[NH:22][N:23]=3)[NH:8][C:16]2=[CH:15][CH:14]=1. (2) Given the reactants [OH-].[Na+].[C:3]([C:7]1[N:11]([CH2:12][CH:13]2[CH2:18][CH2:17][O:16][CH2:15][CH2:14]2)[C:10]2[CH:19]=[CH:20][C:21]([S:23]([N:26]3[CH2:31][CH2:30][CH:29]([C:32]([O:34]C)=[O:33])[CH2:28][CH2:27]3)(=[O:25])=[O:24])=[CH:22][C:9]=2[N:8]=1)([CH3:6])([CH3:5])[CH3:4], predict the reaction product. The product is: [C:3]([C:7]1[N:11]([CH2:12][CH:13]2[CH2:14][CH2:15][O:16][CH2:17][CH2:18]2)[C:10]2[CH:19]=[CH:20][C:21]([S:23]([N:26]3[CH2:27][CH2:28][CH:29]([C:32]([OH:34])=[O:33])[CH2:30][CH2:31]3)(=[O:25])=[O:24])=[CH:22][C:9]=2[N:8]=1)([CH3:6])([CH3:4])[CH3:5]. (3) Given the reactants [CH3:1][C:2]1[C:6]([CH2:7][S:8][CH2:9][C:10]([OH:12])=O)=[C:5]([CH3:13])[O:4][N:3]=1.[CH3:14][O:15][C:16]1[CH:21]=[CH:20][CH:19]=[CH:18][C:17]=1[N:22]1[CH2:27][CH2:26][NH:25][CH2:24][CH2:23]1.CCN(CC)CC.C(P1(=O)OP(CCC)(=O)OP(CCC)(=O)O1)CC, predict the reaction product. The product is: [CH3:1][C:2]1[C:6]([CH2:7][S:8][CH2:9][C:10]([N:25]2[CH2:24][CH2:23][N:22]([C:17]3[CH:18]=[CH:19][CH:20]=[CH:21][C:16]=3[O:15][CH3:14])[CH2:27][CH2:26]2)=[O:12])=[C:5]([CH3:13])[O:4][N:3]=1. (4) Given the reactants Cl[C:2]1[C:3]2[N:4]([CH:23]=[CH:24][N:25]=2)[C:5]([C:16]2[CH:21]=[CH:20][C:19]([CH3:22])=[CH:18][CH:17]=2)=[C:6]([C:8]2[CH:15]=[CH:14][C:11]([C:12]#[N:13])=[CH:10][CH:9]=2)[N:7]=1.[C:26]([CH:28]1[CH2:32][CH2:31][N:30]([C:33]([O:35][C:36]([CH3:39])([CH3:38])[CH3:37])=[O:34])[CH2:29]1)#[CH:27].C(N(CC)CC)C, predict the reaction product. The product is: [C:12]([C:11]1[CH:14]=[CH:15][C:8]([C:6]2[N:7]=[C:2]([C:27]#[C:26][CH:28]3[CH2:32][CH2:31][N:30]([C:33]([O:35][C:36]([CH3:39])([CH3:38])[CH3:37])=[O:34])[CH2:29]3)[C:3]3[N:4]([CH:23]=[CH:24][N:25]=3)[C:5]=2[C:16]2[CH:21]=[CH:20][C:19]([CH3:22])=[CH:18][CH:17]=2)=[CH:9][CH:10]=1)#[N:13]. (5) The product is: [CH:16]1([NH:22][C:13]([C:10]2[N:11]=[CH:12][N:8]([CH2:1][C:2]3[CH:3]=[CH:4][CH:5]=[CH:6][CH:7]=3)[N:9]=2)=[O:15])[CH2:21][CH2:20][CH2:19][CH2:18][CH2:17]1. Given the reactants [CH2:1]([N:8]1[CH:12]=[N:11][C:10]([C:13]([OH:15])=O)=[N:9]1)[C:2]1[CH:7]=[CH:6][CH:5]=[CH:4][CH:3]=1.[CH:16]1([NH2:22])[CH2:21][CH2:20][CH2:19][CH2:18][CH2:17]1.C(N(CC)C(C)C)(C)C.CN(C(ON1N=NC2C=CC=CC1=2)=[N+](C)C)C.F[P-](F)(F)(F)(F)F.Cl, predict the reaction product. (6) Given the reactants CC1C=CC(S(C(C2C=CC=C(I)C=2)[N+]#[C-])(=O)=O)=CC=1.[I:21][C:22]1[CH:27]=[CH:26][C:25]([CH:28]([NH:39][CH:40]=O)[S:29]([C:32]2[CH:37]=[CH:36][C:35]([CH3:38])=[CH:34][CH:33]=2)(=[O:31])=[O:30])=[CH:24][CH:23]=1.IC1C=C(C(NC=O)S(C2C=CC(C)=CC=2)(=O)=O)C=CC=1, predict the reaction product. The product is: [CH3:38][C:35]1[CH:34]=[CH:33][C:32]([S:29]([CH:28]([C:25]2[CH:24]=[CH:23][C:22]([I:21])=[CH:27][CH:26]=2)[N+:39]#[C-:40])(=[O:31])=[O:30])=[CH:37][CH:36]=1. (7) The product is: [C:1]([O:4][CH2:5][C:6]1[CH:11]=[C:10]([O:12][CH2:13][C:14]2[CH:15]=[CH:16][CH:17]=[CH:18][CH:19]=2)[C:9]([S:79][C:76]([CH3:78])([CH3:77])[CH3:75])=[CH:8][N:7]=1)(=[O:3])[CH3:2]. Given the reactants [C:1]([O:4][CH2:5][C:6]1[CH:11]=[C:10]([O:12][CH2:13][C:14]2[CH:19]=[CH:18][CH:17]=[CH:16][CH:15]=2)[C:9](OS(C(F)(F)F)(=O)=O)=[CH:8][N:7]=1)(=[O:3])[CH3:2].C1C=CC(P(C2C=CC3C(=CC=CC=3)C=2C2C3C(=CC=CC=3)C=CC=2P(C2C=CC=CC=2)C2C=CC=CC=2)C2C=CC=CC=2)=CC=1.[Na].[CH3:75][C:76]([SH:79])([CH3:78])[CH3:77], predict the reaction product. (8) Given the reactants ClC1C=CC=CC=1C(NC1C=CC2CCC3C(C(N)=O)=[N:15][N:16]([C:18]4[CH:23]=[CH:22][C:21]([S:24]([CH:27]([CH3:29])[CH3:28])(=[O:26])=[O:25])=[CH:20][CH:19]=4)C=3C=2C=1)=O.N#N.NN, predict the reaction product. The product is: [CH:27]([S:24]([C:21]1[CH:22]=[CH:23][C:18]([NH:16][NH2:15])=[CH:19][CH:20]=1)(=[O:26])=[O:25])([CH3:29])[CH3:28].